The task is: Predict the product of the given reaction.. This data is from Forward reaction prediction with 1.9M reactions from USPTO patents (1976-2016). (1) Given the reactants [Br:1][C:2]1[CH:3]=[C:4]([NH:8][C:9](=[O:20])[C:10]2[CH:15]=[CH:14][C:13](Cl)=[C:12]([N+:17]([O-:19])=[O:18])[CH:11]=2)[CH:5]=[CH:6][CH:7]=1.[OH:21][C:22]1[CH:23]=[C:24]([SH:28])[CH:25]=[CH:26][CH:27]=1.C(=O)([O-])[O-].[Cs+].[Cs+].Cl, predict the reaction product. The product is: [Br:1][C:2]1[CH:3]=[C:4]([NH:8][C:9](=[O:20])[C:10]2[CH:15]=[CH:14][C:13]([S:28][C:24]3[CH:25]=[CH:26][CH:27]=[C:22]([OH:21])[CH:23]=3)=[C:12]([N+:17]([O-:19])=[O:18])[CH:11]=2)[CH:5]=[CH:6][CH:7]=1. (2) The product is: [CH3:11][P:12]([C:2]1[N:3]=[C:4]([O:8][CH3:9])[C:5]([NH2:24])=[N:6][CH:7]=1)([CH3:13])=[O:14]. Given the reactants Br[C:2]1[CH:7]=[N:6][CH2:5][C:4](N)([O:8][CH3:9])[N:3]=1.[CH3:11][PH:12](=[O:14])[CH3:13].P([O-])([O-])([O-])=O.[K+].[K+].[K+].C[N:24](C=O)C, predict the reaction product. (3) Given the reactants CCN(CC)CC.N1C=CC=CC=1.[CH2:14]([O:16][C:17]([C:19]1[NH:20][C:21]2[C:26]([CH:27]=1)=[CH:25][C:24]([C:28]1[CH:33]=[CH:32][C:31]([C:34]([F:37])([F:36])[F:35])=[CH:30][N:29]=1)=[CH:23][CH:22]=2)=[O:18])[CH3:15].[CH:38]([O:41][C:42]1[CH:47]=[CH:46][C:45](B(O)O)=[CH:44][CH:43]=1)([CH3:40])[CH3:39], predict the reaction product. The product is: [CH2:14]([O:16][C:17]([C:19]1[N:20]([C:45]2[CH:46]=[CH:47][C:42]([O:41][CH:38]([CH3:40])[CH3:39])=[CH:43][CH:44]=2)[C:21]2[C:26]([CH:27]=1)=[CH:25][C:24]([C:28]1[CH:33]=[CH:32][C:31]([C:34]([F:36])([F:37])[F:35])=[CH:30][N:29]=1)=[CH:23][CH:22]=2)=[O:18])[CH3:15]. (4) Given the reactants [CH2:1]([O:4][C:5]1[C:6]([S:18](=[O:25])(=[O:24])/[N:19]=C/N(C)C)=[C:7]([NH:11][C:12](=[O:17])[C:13]([CH3:16])([CH3:15])[CH3:14])[CH:8]=[CH:9][CH:10]=1)[CH:2]=[CH2:3], predict the reaction product. The product is: [CH2:1]([O:4][C:5]1[C:6]([S:18](=[O:25])(=[O:24])[NH2:19])=[C:7]([NH:11][C:12](=[O:17])[C:13]([CH3:15])([CH3:16])[CH3:14])[CH:8]=[CH:9][CH:10]=1)[CH:2]=[CH2:3]. (5) Given the reactants [C:1]([NH:5][C:6]([C:8]1[S:12][C:11]2[CH2:13][C:14]([CH3:17])([CH3:16])[CH2:15][C:10]=2[CH:9]=1)=[O:7])([CH3:4])([CH3:3])[CH3:2].C([Li])CCC.CN([CH:26]=[O:27])C, predict the reaction product. The product is: [C:1]([NH:5][C:6]([C:8]1[S:12][C:11]2[CH2:13][C:14]([CH3:17])([CH3:16])[CH2:15][C:10]=2[C:9]=1[CH:26]=[O:27])=[O:7])([CH3:4])([CH3:2])[CH3:3]. (6) Given the reactants Cl[C:2]1[CH:7]=[C:6]([NH2:8])[C:5]([I:9])=[CH:4][N:3]=1.CO[C:12]1[CH:19]=[CH:18][C:15]([CH2:16][NH2:17])=[CH:14][CH:13]=1.C([O-])([O-])=O.[K+].[K+], predict the reaction product. The product is: [CH2:16]([NH:17][C:2]1[CH:7]=[C:6]([NH2:8])[C:5]([I:9])=[CH:4][N:3]=1)[C:15]1[CH:18]=[CH:19][CH:12]=[CH:13][CH:14]=1. (7) Given the reactants [OH:1][C:2]1[CH:3]=[C:4]([CH:8]=[CH:9][C:10]=1[CH3:11])[C:5]([O-:7])=[O:6].OS(O)(=O)=O.[CH3:17]O, predict the reaction product. The product is: [OH:1][C:2]1[CH:3]=[C:4]([CH:8]=[CH:9][C:10]=1[CH3:11])[C:5]([O:7][CH3:17])=[O:6].